From a dataset of Full USPTO retrosynthesis dataset with 1.9M reactions from patents (1976-2016). Predict the reactants needed to synthesize the given product. (1) Given the product [F:6][C:7]1[CH:8]=[CH:9][C:10]([NH:13][C:14]2[N:16]=[C:28]([C:30]3[S:34][C:33]([C:35]([NH:37][CH2:38][C:39]4[CH:40]=[CH:41][CH:42]=[CH:43][CH:44]=4)=[O:36])=[CH:32][CH:31]=3)[CH:27]=[CH:26][N:15]=2)=[CH:11][CH:12]=1, predict the reactants needed to synthesize it. The reactants are: [Na].C(=O)(O)O.[F:6][C:7]1[CH:12]=[CH:11][C:10]([NH:13][C:14]([NH2:16])=[NH:15])=[CH:9][CH:8]=1.[O-]CC.[Na+].CCO.CN(C)/[CH:26]=[CH:27]/[C:28]([C:30]1[S:34][C:33]([C:35]([NH:37][CH2:38][C:39]2[CH:44]=[CH:43][CH:42]=[CH:41][CH:40]=2)=[O:36])=[CH:32][CH:31]=1)=O.[O-]CC.[Na+]. (2) Given the product [CH2:1]([O:3][C:4]([C:5]1[CH:10]=[C:9]2[C:8](=[CH:7][CH:6]=1)[NH:11][CH:12]([C:13]1[CH:18]=[C:17]([F:19])[CH:16]=[C:15]([Br:20])[CH:14]=1)[C:49]([CH3:51])([CH3:50])[CH:48]2[OH:52])=[O:21])[CH3:2], predict the reactants needed to synthesize it. The reactants are: [CH2:1]([O:3][C:4](=[O:21])[C:5]1[CH:10]=[CH:9][C:8]([N:11]=[CH:12][C:13]2[CH:18]=[C:17]([F:19])[CH:16]=[C:15]([Br:20])[CH:14]=2)=[CH:7][CH:6]=1)[CH3:2].O.[O-]S(C(F)(F)F)(=O)=O.[Yb+3].[O-]S(C(F)(F)F)(=O)=O.[O-]S(C(F)(F)F)(=O)=O.[CH:48](=[O:52])[CH:49]([CH3:51])[CH3:50].O. (3) Given the product [CH3:3][C:4]1[C:5]([N:12]2[N:16]=[CH:15][CH:14]=[N:13]2)=[C:6]([CH:9]=[CH:10][CH:11]=1)[C:7]([OH:18])=[O:1], predict the reactants needed to synthesize it. The reactants are: [OH-:1].[Na+].[CH3:3][C:4]1[C:5]([N:12]2[N:16]=[CH:15][CH:14]=[N:13]2)=[C:6]([CH:9]=[CH:10][CH:11]=1)[C:7]#N.C[OH:18]. (4) Given the product [F:1][C:2]1[CH:17]=[C:16]([N+:18]([O-:20])=[O:19])[CH:15]=[CH:14][C:3]=1[O:4][C:5]1[C:6]2[N:7]([CH:11]=[CH:12][C:13]=2[I:21])[N:8]=[CH:9][CH:10]=1, predict the reactants needed to synthesize it. The reactants are: [F:1][C:2]1[CH:17]=[C:16]([N+:18]([O-:20])=[O:19])[CH:15]=[CH:14][C:3]=1[O:4][C:5]1[C:6]2[N:7]([CH:11]=[CH:12][CH:13]=2)[N:8]=[CH:9][CH:10]=1.[I:21]N1C(=O)CCC1=O.